From a dataset of Catalyst prediction with 721,799 reactions and 888 catalyst types from USPTO. Predict which catalyst facilitates the given reaction. (1) Reactant: [CH2:1]([O:8][C:9]([N:11]1[CH2:15][CH:14]2[C:16](=[O:21])[C:17]([F:20])([F:19])[CH2:18][CH:13]2[CH2:12]1)=[O:10])[C:2]1[CH:7]=[CH:6][CH:5]=[CH:4][CH:3]=1.C([BH-](C(CC)C)C(CC)C)(CC)C.[Li+].OO. Product: [CH2:1]([O:8][C:9]([N:11]1[CH2:15][CH:14]2[CH:16]([OH:21])[C:17]([F:20])([F:19])[CH2:18][CH:13]2[CH2:12]1)=[O:10])[C:2]1[CH:7]=[CH:6][CH:5]=[CH:4][CH:3]=1. The catalyst class is: 7. (2) Reactant: [Na:1].[CH2:2]1[O:4][CH2:3]1.[C:5]([OH:10])(=[O:9])[C:6]([CH3:8])=[CH2:7].[CH2:11]=[CH:12][C:13]1[CH:18]=[CH:17][CH:16]=[CH:15][CH:14]=1.S(OOS([O-])(=O)=O)([O-])(=O)=O.[NH4+].[NH4+]. Product: [CH:11]([CH2:7][C:6](=[CH2:8])[C:5]([OH:10])=[O:9])=[CH:12][C:13]1[CH:18]=[CH:17][CH:16]=[CH:15][CH:14]=1.[Na:1].[C:5]([OH:10])(=[O:9])[C:6]([CH3:8])=[CH2:7].[CH2:3]1[O:4][CH2:2]1. The catalyst class is: 6.